The task is: Predict the product of the given reaction.. This data is from Forward reaction prediction with 1.9M reactions from USPTO patents (1976-2016). (1) Given the reactants [Cl-].[CH2:2]([O:6][C:7](=[O:10])[CH2:8][NH3+:9])[CH2:3][CH2:4][CH3:5].C(N(CC)CC)C.[CH2:18]([O:20][C:21](=[O:27])[C:22](OCC)=[O:23])[CH3:19], predict the reaction product. The product is: [CH2:18]([O:20][C:21](=[O:27])[C:22]([NH:9][CH2:8][C:7]([O:6][CH2:2][CH2:3][CH2:4][CH3:5])=[O:10])=[O:23])[CH3:19]. (2) Given the reactants [Br:1][C:2]1[CH:7]=[CH:6][C:5]([CH2:8][CH2:9][OH:10])=[CH:4][CH:3]=1.CCN(CC)CC.[C:18](Cl)(=[O:25])[C:19]1[CH:24]=[CH:23][CH:22]=[CH:21][CH:20]=1, predict the reaction product. The product is: [C:18]([O:10][CH2:9][CH2:8][C:5]1[CH:6]=[CH:7][C:2]([Br:1])=[CH:3][CH:4]=1)(=[O:25])[C:19]1[CH:24]=[CH:23][CH:22]=[CH:21][CH:20]=1. (3) Given the reactants Cl[C:2]1[N:3]=[C:4]([N:12]([CH3:14])[CH3:13])[C:5]2[S:10][C:9]([CH3:11])=[CH:8][C:6]=2[N:7]=1.[NH2:15][C@H:16]1[C@H:20]([OH:21])[CH2:19][N:18]([C:22](=[O:35])[CH2:23][C:24]2[CH:29]=[CH:28][C:27]([O:30][C:31]([F:34])([F:33])[F:32])=[CH:26][CH:25]=2)[CH2:17]1.O1CCOCC1.CC(C)([O-])C.[Na+], predict the reaction product. The product is: [CH3:13][N:12]([CH3:14])[C:4]1[C:5]2[S:10][C:9]([CH3:11])=[CH:8][C:6]=2[N:7]=[C:2]([NH:15][C@H:16]2[C@H:20]([OH:21])[CH2:19][N:18]([C:22](=[O:35])[CH2:23][C:24]3[CH:25]=[CH:26][C:27]([O:30][C:31]([F:32])([F:33])[F:34])=[CH:28][CH:29]=3)[CH2:17]2)[N:3]=1. (4) Given the reactants [Cl:1][C:2]1[C:8]([N:9]2[CH2:14][CH2:13][CH:12]([C:15]([F:18])([F:17])[F:16])[CH2:11][CH2:10]2)=[CH:7][C:5]([NH2:6])=[C:4]([N+:19]([O-])=O)[CH:3]=1.C1COCC1, predict the reaction product. The product is: [Cl:1][C:2]1[C:8]([N:9]2[CH2:14][CH2:13][CH:12]([C:15]([F:16])([F:17])[F:18])[CH2:11][CH2:10]2)=[CH:7][C:5]([NH2:6])=[C:4]([NH2:19])[CH:3]=1. (5) Given the reactants B.C1C[O:5]CC1.[CH3:7][O:8][CH2:9][O:10][C@@H:11]1[CH2:28][CH2:27][C@@:26]2([CH3:29])[C@@H:13]([CH2:14][CH2:15][C@@H:16]3[C@@H:25]2[CH2:24][CH2:23][C@@:21]2([CH3:22])[C@H:17]3[CH2:18][CH2:19][C:20]2=[CH2:30])[CH2:12]1.[OH-].[Na+].OO, predict the reaction product. The product is: [CH3:7][O:8][CH2:9][O:10][C@@H:11]1[CH2:28][CH2:27][C@@:26]2([CH3:29])[C@@H:13]([CH2:14][CH2:15][C@@H:16]3[C@@H:25]2[CH2:24][CH2:23][C@@:21]2([CH3:22])[C@H:17]3[CH2:18][CH2:19][C@@H:20]2[CH2:30][OH:5])[CH2:12]1. (6) Given the reactants C([O:3][C:4]([C:6]1[N:7]([CH2:16][C:17]2[CH:22]=[CH:21][CH:20]=[CH:19][CH:18]=2)[C:8]2[C:13]([CH:14]=1)=[CH:12][C:11]([Br:15])=[CH:10][CH:9]=2)=O)C.[H-].[H-].[H-].[H-].[Li+].[Al+3].[NH4+].[Cl-].CCOCC, predict the reaction product. The product is: [Br:15][C:11]1[CH:12]=[C:13]2[C:8](=[CH:9][CH:10]=1)[N:7]([CH2:16][C:17]1[CH:22]=[CH:21][CH:20]=[CH:19][CH:18]=1)[C:6]([CH2:4][OH:3])=[CH:14]2.